This data is from Full USPTO retrosynthesis dataset with 1.9M reactions from patents (1976-2016). The task is: Predict the reactants needed to synthesize the given product. The reactants are: [Br:1][C:2]1[CH:10]=[CH:9][C:5]([C:6](O)=[O:7])=[C:4]([CH3:11])[CH:3]=1.O=S(Cl)[Cl:14]. Given the product [Br:1][C:2]1[CH:10]=[CH:9][C:5]([C:6]([Cl:14])=[O:7])=[C:4]([CH3:11])[CH:3]=1, predict the reactants needed to synthesize it.